Dataset: Merck oncology drug combination screen with 23,052 pairs across 39 cell lines. Task: Regression. Given two drug SMILES strings and cell line genomic features, predict the synergy score measuring deviation from expected non-interaction effect. (1) Synergy scores: synergy=14.8. Drug 2: O=C(O)C1(Cc2cccc(Nc3nccs3)n2)CCC(Oc2cccc(Cl)c2F)CC1. Drug 1: CCC1(O)CC2CN(CCc3c([nH]c4ccccc34)C(C(=O)OC)(c3cc4c(cc3OC)N(C)C3C(O)(C(=O)OC)C(OC(C)=O)C5(CC)C=CCN6CCC43C65)C2)C1. Cell line: UACC62. (2) Drug 1: CC(=O)OC1C(=O)C2(C)C(O)CC3OCC3(OC(C)=O)C2C(OC(=O)c2ccccc2)C2(O)CC(OC(=O)C(O)C(NC(=O)c3ccccc3)c3ccccc3)C(C)=C1C2(C)C. Drug 2: CC(C)CC(NC(=O)C(Cc1ccccc1)NC(=O)c1cnccn1)B(O)O. Cell line: T47D. Synergy scores: synergy=-21.1. (3) Drug 1: Cn1nnc2c(C(N)=O)ncn2c1=O. Drug 2: O=C(NOCC(O)CO)c1ccc(F)c(F)c1Nc1ccc(I)cc1F. Cell line: UWB1289. Synergy scores: synergy=1.90. (4) Drug 1: CN1C(=O)C=CC2(C)C3CCC4(C)C(NC(=O)OCC(F)(F)F)CCC4C3CCC12. Drug 2: Cn1cc(-c2cnn3c(N)c(Br)c(C4CCCNC4)nc23)cn1. Cell line: SW620. Synergy scores: synergy=4.80. (5) Drug 1: NC(=O)c1cccc2cn(-c3ccc(C4CCCNC4)cc3)nc12. Drug 2: CCc1c2c(nc3ccc(O)cc13)-c1cc3c(c(=O)n1C2)COC(=O)C3(O)CC. Cell line: LOVO. Synergy scores: synergy=6.59. (6) Drug 1: O=S1(=O)NC2(CN1CC(F)(F)F)C1CCC2Cc2cc(C=CCN3CCC(C(F)(F)F)CC3)ccc2C1. Drug 2: N#Cc1ccc(Cn2cncc2CN2CCN(c3cccc(Cl)c3)C(=O)C2)cc1. Cell line: ZR751. Synergy scores: synergy=-11.6.